This data is from Catalyst prediction with 721,799 reactions and 888 catalyst types from USPTO. The task is: Predict which catalyst facilitates the given reaction. (1) Reactant: [OH:1][C:2]1[C:3]2[CH:14]=[C:13]([C:15]([F:18])([F:17])[F:16])[CH:12]=[CH:11][C:4]=2[S:5][C:6]=1[C:7]([O:9]C)=[O:8].O.[OH-].[Li+].O. Product: [OH:1][C:2]1[C:3]2[CH:14]=[C:13]([C:15]([F:18])([F:16])[F:17])[CH:12]=[CH:11][C:4]=2[S:5][C:6]=1[C:7]([OH:9])=[O:8]. The catalyst class is: 5. (2) Reactant: C([O:8][C:9](=[O:42])[CH2:10][C@@H:11]([C:23]1[CH:27]=[CH:26][N:25]([C:28]2[CH:33]=[CH:32][C:31]([C:34]3[CH:39]=[CH:38][C:37]([C:40]#[N:41])=[CH:36][CH:35]=3)=[CH:30][CH:29]=2)[CH:24]=1)[C:12]([NH:14][C@H:15]1[C:19]([CH3:21])([CH3:20])[CH2:18][O:17][C:16]1=[O:22])=[O:13])C1C=CC=CC=1. Product: [C:40]([C:37]1[CH:38]=[CH:39][C:34]([C:31]2[CH:30]=[CH:29][C:28]([N:25]3[CH:26]=[CH:27][C:23]([C@@H:11]([C:12]([NH:14][C@H:15]4[C:19]([CH3:20])([CH3:21])[CH2:18][O:17][C:16]4=[O:22])=[O:13])[CH2:10][C:9]([OH:42])=[O:8])=[CH:24]3)=[CH:33][CH:32]=2)=[CH:35][CH:36]=1)#[N:41]. The catalyst class is: 351. (3) Reactant: S(Cl)(Cl)(=O)=O.[CH3:27][S:24]([C:21]1[CH:22]=[CH:23][C:18]([S:17][S:17][C:18]2[CH:23]=[CH:22][C:21]([S:24]([CH3:27])(=[O:26])=[O:25])=[CH:20][CH:19]=2)=[CH:19][CH:20]=1)(=[O:26])=[O:25].[CH2:28]([O:30][C:31](=[O:45])[CH2:32][C:33]1[N:41]2[C:36]([CH:37]=[CH:38][C:39]([C:42]#[N:43])=[CH:40]2)=[CH:35][C:34]=1[CH3:44])[CH3:29]. Product: [CH2:28]([O:30][C:31](=[O:45])[CH2:32][C:33]1[N:41]2[C:36]([CH:37]=[CH:38][C:39]([C:42]#[N:43])=[CH:40]2)=[C:35]([S:17][C:18]2[CH:19]=[CH:20][C:21]([S:24]([CH3:27])(=[O:25])=[O:26])=[CH:22][CH:23]=2)[C:34]=1[CH3:44])[CH3:29]. The catalyst class is: 26. (4) Reactant: [CH2:1]([N:8]1[CH:12]=[C:11]([C:13]([O:15]CC)=[O:14])[C:10]([O:18][CH2:19][C:20]2[CH:25]=[CH:24][C:23]([O:26][CH2:27][C:28]3[N:29]=[C:30]([C:34]4[O:35][CH:36]=[CH:37][CH:38]=4)[O:31][C:32]=3[CH3:33])=[C:22]([CH3:39])[CH:21]=2)=[N:9]1)[C:2]1[CH:7]=[CH:6][CH:5]=[CH:4][CH:3]=1.O1CCCC1.[OH-].[Na+].Cl. Product: [CH2:1]([N:8]1[CH:12]=[C:11]([C:13]([OH:15])=[O:14])[C:10]([O:18][CH2:19][C:20]2[CH:25]=[CH:24][C:23]([O:26][CH2:27][C:28]3[N:29]=[C:30]([C:34]4[O:35][CH:36]=[CH:37][CH:38]=4)[O:31][C:32]=3[CH3:33])=[C:22]([CH3:39])[CH:21]=2)=[N:9]1)[C:2]1[CH:7]=[CH:6][CH:5]=[CH:4][CH:3]=1. The catalyst class is: 97. (5) Reactant: O.[Na+:2].[CH2:3]=[CH:4][C:5]1[CH:10]=[CH:9][C:8]([S:11]([O-:14])(=[O:13])=[O:12])=[CH:7][CH:6]=1.C(OCCCC)(=O)C=C. Product: [CH2:3]=[CH:4][C:5]1[CH:10]=[CH:9][CH:8]=[CH:7][CH:6]=1.[Na+:2].[CH2:3]=[CH:4][C:5]1[CH:6]=[CH:7][C:8]([S:11]([O-:14])(=[O:13])=[O:12])=[CH:9][CH:10]=1. The catalyst class is: 6. (6) Reactant: [NH2:1][C:2]([C:4]1[CH:5]=[N:6][C:7]2[C:12]([C:13]=1[NH:14][C:15]1[CH:16]=[C:17]([CH:23]=[CH:24][CH:25]=1)[C:18]([O:20]CC)=[O:19])=[CH:11][CH:10]=[C:9](Br)[CH:8]=2)=[O:3].O.[CH3:28][O:29][C:30]1[CH:35]=[CH:34][N:33]=[CH:32][C:31]=1B(O)O.C(=O)([O-])[O-].[K+].[K+].[OH-].[Na+]. Product: [NH2:1][C:2]([C:4]1[CH:5]=[N:6][C:7]2[C:12]([C:13]=1[NH:14][C:15]1[CH:16]=[C:17]([CH:23]=[CH:24][CH:25]=1)[C:18]([OH:20])=[O:19])=[CH:11][CH:10]=[C:9]([C:31]1[CH:32]=[N:33][CH:34]=[CH:35][C:30]=1[O:29][CH3:28])[CH:8]=2)=[O:3]. The catalyst class is: 70.